From a dataset of Forward reaction prediction with 1.9M reactions from USPTO patents (1976-2016). Predict the product of the given reaction. Given the reactants [CH2:1]([N:3]1[CH2:8][C:7]([CH3:15])([C:9]2[CH:14]=[CH:13][CH:12]=[CH:11][CH:10]=2)[O:6][C:5](=[O:16])[CH:4]1[CH2:17][C:18]([O:20]C(C)(C)C)=[O:19])[CH3:2].FC(F)(F)C(O)=O, predict the reaction product. The product is: [CH2:1]([N:3]1[CH2:8][C:7]([CH3:15])([C:9]2[CH:14]=[CH:13][CH:12]=[CH:11][CH:10]=2)[O:6][C:5](=[O:16])[CH:4]1[CH2:17][C:18]([OH:20])=[O:19])[CH3:2].